Predict the reactants needed to synthesize the given product. From a dataset of Full USPTO retrosynthesis dataset with 1.9M reactions from patents (1976-2016). (1) Given the product [Cl:11][C:10]1[C:5]2[C:4]([O:21][CH:19]([C:13]3[CH:18]=[CH:17][CH:16]=[CH:15][CH:14]=3)[CH3:20])=[N:3][C:2]([NH:28][C:26]3[CH:25]=[N:24][N:23]([CH3:22])[CH:27]=3)=[N:7][C:6]=2[NH:8][CH:9]=1, predict the reactants needed to synthesize it. The reactants are: Cl[C:2]1[N:3]=[C:4](Cl)[C:5]2[C:10]([Cl:11])=[CH:9][NH:8][C:6]=2[N:7]=1.[C:13]1([CH:19]([OH:21])[CH3:20])[CH:18]=[CH:17][CH:16]=[CH:15][CH:14]=1.[CH3:22][N:23]1[CH:27]=[C:26]([NH2:28])[CH:25]=[N:24]1. (2) Given the product [CH2:1]([O:8][C:15]1([C:18]2[N:22]([CH3:23])[C:21]([CH:24]=[O:25])=[CH:20][N:19]=2)[CH2:17][CH2:16]1)[C:2]1[CH:7]=[CH:6][CH:5]=[CH:4][CH:3]=1, predict the reactants needed to synthesize it. The reactants are: [CH2:1]([O:8]C1(C(N)=O)CC1)[C:2]1[CH:7]=[CH:6][CH:5]=[CH:4][CH:3]=1.[CH:15]1([C:18]2[N:22]([CH3:23])[C:21]([CH:24]=[O:25])=[CH:20][N:19]=2)[CH2:17][CH2:16]1. (3) Given the product [C:1]([C@H:5]1[CH2:10][CH2:9][C@H:8]([O:11][C:12]2[CH:13]=[C:14]3[C:19](=[CH:20][CH:21]=2)[N:18]=[C:17]([CH:22]([N:31]2[CH2:32][CH:29]([C:27]([O:26][CH3:25])=[O:28])[CH2:30]2)[CH3:23])[CH:16]=[CH:15]3)[CH2:7][CH2:6]1)([CH3:4])([CH3:3])[CH3:2], predict the reactants needed to synthesize it. The reactants are: [C:1]([CH:5]1[CH2:10][CH2:9][CH:8]([O:11][C:12]2[CH:13]=[C:14]3[C:19](=[CH:20][CH:21]=2)[N:18]=[C:17]([C:22](=O)[CH3:23])[CH:16]=[CH:15]3)[CH2:7][CH2:6]1)([CH3:4])([CH3:3])[CH3:2].[CH3:25][O:26][C:27]([CH:29]1[CH2:32][NH:31][CH2:30]1)=[O:28].C(O)C.C([BH3-])#N.[Na+]. (4) Given the product [CH:1]1[C:10]2[C:5](=[CH:6][CH:7]=[CH:8][CH:9]=2)[CH:4]=[CH:3][C:2]=1[O:11][CH2:19][CH2:20][Cl:21], predict the reactants needed to synthesize it. The reactants are: [CH:1]1[C:10]2[C:5](=[CH:6][CH:7]=[CH:8][CH:9]=2)[CH:4]=[CH:3][C:2]=1[OH:11].C([O-])([O-])=O.[K+].[K+].Br[CH2:19][CH2:20][Cl:21]. (5) Given the product [F:12][C:2]([F:11])([F:1])[C:3]1[C:8]([C:9]#[N:10])=[CH:7][N+:6]([O-:18])=[CH:5][CH:4]=1, predict the reactants needed to synthesize it. The reactants are: [F:1][C:2]([F:12])([F:11])[C:3]1[C:8]([C:9]#[N:10])=[CH:7][N:6]=[CH:5][CH:4]=1.OO.FC(F)(F)C(OC(=O)C(F)(F)F)=[O:18].[O-]S([O-])(=S)=O.[Na+].[Na+].Cl.